This data is from Forward reaction prediction with 1.9M reactions from USPTO patents (1976-2016). The task is: Predict the product of the given reaction. (1) Given the reactants [CH2:1]([N:8]1[CH2:13][CH2:12][CH:11]([N:14]2[C:18]3[N:19]=[C:20](Cl)[N:21]=[C:22]([N:23]4[CH2:28][CH2:27][O:26][CH2:25][CH2:24]4)[C:17]=3[N:16]=[N:15]2)[CH2:10][CH2:9]1)[C:2]1[CH:7]=[CH:6][CH:5]=[CH:4][CH:3]=1.[OH:30][C:31]1[CH:32]=[C:33](B(O)O)[CH:34]=[CH:35][CH:36]=1, predict the reaction product. The product is: [CH2:1]([N:8]1[CH2:13][CH2:12][CH:11]([N:14]2[C:18]3[N:19]=[C:20]([C:35]4[CH:36]=[C:31]([OH:30])[CH:32]=[CH:33][CH:34]=4)[N:21]=[C:22]([N:23]4[CH2:28][CH2:27][O:26][CH2:25][CH2:24]4)[C:17]=3[N:16]=[N:15]2)[CH2:10][CH2:9]1)[C:2]1[CH:7]=[CH:6][CH:5]=[CH:4][CH:3]=1. (2) Given the reactants CN(C)[CH2:3][C:4]1[C:12]2[C:7](=[CH:8][N:9]=[CH:10][CH:11]=2)[NH:6][CH:5]=1.[C:14]([NH:17][CH:18]([C:24]([O:26][CH2:27][CH3:28])=[O:25])[C:19]([O:21][CH2:22][CH3:23])=[O:20])(=[O:16])[CH3:15].[OH-].[Na+], predict the reaction product. The product is: [CH2:27]([O:26][C:24](=[O:25])[C:18]([NH:17][C:14](=[O:16])[CH3:15])([CH2:3][C:4]1[C:12]2[C:7](=[CH:8][N:9]=[CH:10][CH:11]=2)[NH:6][CH:5]=1)[C:19]([O:21][CH2:22][CH3:23])=[O:20])[CH3:28]. (3) Given the reactants [Cl:1][C:2]1[CH:7]=[CH:6][CH:5]=[C:4]([CH3:8])[C:3]=1/[CH:9]=[CH:10]/[CH:11]1[CH2:16][CH2:15][N:14](C(OC(C)(C)C)=O)[CH2:13][CH2:12]1, predict the reaction product. The product is: [ClH:1].[Cl:1][C:2]1[CH:7]=[CH:6][CH:5]=[C:4]([CH3:8])[C:3]=1/[CH:9]=[CH:10]/[CH:11]1[CH2:12][CH2:13][NH:14][CH2:15][CH2:16]1.